From a dataset of Forward reaction prediction with 1.9M reactions from USPTO patents (1976-2016). Predict the product of the given reaction. (1) Given the reactants [C:1]([C:3]1[CH:4]=[C:5]2[C:10](=[CH:11][CH:12]=1)[NH:9][CH2:8][C@@H:7]([NH:13][C:14]([NH:16][C:17]1[CH:22]=[CH:21][CH:20]=[CH:19][CH:18]=1)=[O:15])[CH2:6]2)#[N:2].[Cl:23][C:24]1[CH:25]=[C:26]([CH:29]=[CH:30][CH:31]=1)[CH:27]=O, predict the reaction product. The product is: [Cl:23][C:24]1[CH:25]=[C:26]([CH:29]=[CH:30][CH:31]=1)[CH2:27][N:9]1[C:10]2[C:5](=[CH:4][C:3]([C:1]#[N:2])=[CH:12][CH:11]=2)[CH2:6][C@H:7]([NH:13][C:14]([NH:16][C:17]2[CH:22]=[CH:21][CH:20]=[CH:19][CH:18]=2)=[O:15])[CH2:8]1. (2) Given the reactants [F:1][C:2]1[CH:11]=[C:10]2[C:5]([CH:6]=[CH:7][CH:8]=[N:9]2)=[CH:4][C:3]=1[CH:12]=[O:13].[CH3:14][Mg]Br.[NH4+].[Cl-], predict the reaction product. The product is: [F:1][C:2]1[CH:11]=[C:10]2[C:5]([CH:6]=[CH:7][CH:8]=[N:9]2)=[CH:4][C:3]=1[CH:12]([OH:13])[CH3:14]. (3) Given the reactants [CH3:1][C:2]1([CH3:35])[C:6](=[O:7])[N:5]([C:8]2[CH:15]=[CH:14][C:11]([C:12]#[N:13])=[C:10]([C:16]([F:19])([F:18])[F:17])[CH:9]=2)[C:4](=[O:20])[N:3]1[CH2:21][C:22]1[CH:27]=[CH:26][CH:25]=[CH:24][C:23]=1[NH:28][C:29]1[CH:34]=[CH:33][CH:32]=[CH:31][CH:30]=1.[C:36]([BH3-])#N.[Na+].C=O.C(O)(=O)C, predict the reaction product. The product is: [CH3:1][C:2]1([CH3:35])[C:6](=[O:7])[N:5]([C:8]2[CH:15]=[CH:14][C:11]([C:12]#[N:13])=[C:10]([C:16]([F:19])([F:17])[F:18])[CH:9]=2)[C:4](=[O:20])[N:3]1[CH2:21][C:22]1[CH:27]=[CH:26][CH:25]=[CH:24][C:23]=1[N:28]([CH3:36])[C:29]1[CH:34]=[CH:33][CH:32]=[CH:31][CH:30]=1. (4) Given the reactants [NH2:1][C:2]1[C:7]([N+:8]([O-:10])=[O:9])=[CH:6][CH:5]=[CH:4][N:3]=1.S(=O)(=O)(O)O.[I:16]I.S([O-])([O-])(=O)=S.[Na+].[Na+], predict the reaction product. The product is: [I:16][C:5]1[CH:6]=[C:7]([N+:8]([O-:10])=[O:9])[C:2]([NH2:1])=[N:3][CH:4]=1. (5) Given the reactants CCCCCC.C([Li])CCC.Br[C:13]1[C:18]([CH3:19])=[CH:17][C:16]([Br:20])=[CH:15][N:14]=1.[C:21]([O:25][C:26]([N:28]1[CH2:33][CH2:32][C:31](=[O:34])[CH2:30][CH2:29]1)=[O:27])([CH3:24])([CH3:23])[CH3:22], predict the reaction product. The product is: [C:21]([O:25][C:26]([N:28]1[CH2:33][CH2:32][C:31]([C:13]2[C:18]([CH3:19])=[CH:17][C:16]([Br:20])=[CH:15][N:14]=2)([OH:34])[CH2:30][CH2:29]1)=[O:27])([CH3:24])([CH3:22])[CH3:23].